This data is from Full USPTO retrosynthesis dataset with 1.9M reactions from patents (1976-2016). The task is: Predict the reactants needed to synthesize the given product. Given the product [CH2:1]([CH:3]1[N:12]2[C:7](=[CH:8][C:9](=[O:18])[C:10]([C:13]([OH:15])=[O:14])=[CH:11]2)[C:6]2[CH:19]=[C:20]([CH3:24])[C:21]([CH3:23])=[CH:22][C:5]=2[CH2:4]1)[CH3:2].[CH2:25]([CH:27]1[N:36]2[C:31](=[CH:32][C:33](=[O:42])[C:34]([C:37]([OH:39])=[O:38])=[CH:35]2)[C:30]2[CH:43]=[CH:44][C:45]([CH3:48])=[C:46]([CH3:47])[C:29]=2[CH2:28]1)[CH3:26], predict the reactants needed to synthesize it. The reactants are: [CH2:1]([CH:3]1[N:12]2[C:7](=[CH:8][C:9](=[O:18])[C:10]([C:13]([O:15]CC)=[O:14])=[CH:11]2)[C:6]2[CH:19]=[C:20]([CH3:24])[C:21]([CH3:23])=[CH:22][C:5]=2[CH2:4]1)[CH3:2].[CH2:25]([CH:27]1[N:36]2[C:31](=[CH:32][C:33](=[O:42])[C:34]([C:37]([O:39]CC)=[O:38])=[CH:35]2)[C:30]2[CH:43]=[CH:44][C:45]([CH3:48])=[C:46]([CH3:47])[C:29]=2[CH2:28]1)[CH3:26].O.[OH-].[Li+].Cl.